Dataset: Catalyst prediction with 721,799 reactions and 888 catalyst types from USPTO. Task: Predict which catalyst facilitates the given reaction. (1) Reactant: [C:1]([O:5][C:6]([NH:8][C@@:9]12[CH2:15][CH2:14][C@:13]1([CH3:16])[C:12](=O)[N:11]([C@@H:18]([C:20]1[CH:25]=[CH:24][CH:23]=[CH:22][CH:21]=1)[CH3:19])[CH2:10]2)=[O:7])([CH3:4])([CH3:3])[CH3:2].C(O)C.O.C(N(CC)CC)C. Product: [C:1]([O:5][C:6]([NH:8][C@@:9]12[CH2:15][CH2:14][C@@:13]1([CH3:16])[CH2:12][N:11]([C@@H:18]([C:20]1[CH:21]=[CH:22][CH:23]=[CH:24][CH:25]=1)[CH3:19])[CH2:10]2)=[O:7])([CH3:2])([CH3:3])[CH3:4]. The catalyst class is: 7. (2) Reactant: C([O:3][C:4](=O)[C:5]([OH:22])([C:18]([F:21])([F:20])[F:19])[CH2:6][C:7]([CH3:17])([CH3:16])[CH2:8][C:9]1[CH:14]=[CH:13][CH:12]=[C:11]([Cl:15])[CH:10]=1)C.[H-].[Al+3].[Li+].[H-].[H-].[H-].C(=O)(O)[O-].[Na+]. Product: [Cl:15][C:11]1[CH:10]=[C:9]([CH2:8][C:7]([CH3:17])([CH3:16])[CH2:6][C:5]([OH:22])([C:18]([F:20])([F:21])[F:19])[CH:4]=[O:3])[CH:14]=[CH:13][CH:12]=1. The catalyst class is: 27. (3) Reactant: [OH:1][C:2]([CH3:8])([CH3:7])[CH2:3][C:4]([OH:6])=O.[F:9][C:10]1[CH:15]=[CH:14][CH:13]=[CH:12][C:11]=1[N:16]1[C:24]2[C:19](=[C:20]([N:25]3[CH2:32][C@@H:31]4[C@@H:27]([NH:28][CH2:29][CH2:30]4)[C:26]3=[O:33])[CH:21]=[CH:22][CH:23]=2)[CH:18]=[N:17]1.C(N(CC)CC)C.F[P-](F)(F)(F)(F)F.CN(C(N1C2C(=NC=CC=2)[N+]([O-])=N1)=[N+](C)C)C. Product: [F:9][C:10]1[CH:15]=[CH:14][CH:13]=[CH:12][C:11]=1[N:16]1[C:24]2[C:19](=[C:20]([N:25]3[CH2:32][C@@H:31]4[C@@H:27]([N:28]([C:4](=[O:6])[CH2:3][C:2]([OH:1])([CH3:8])[CH3:7])[CH2:29][CH2:30]4)[C:26]3=[O:33])[CH:21]=[CH:22][CH:23]=2)[CH:18]=[N:17]1. The catalyst class is: 115. (4) Reactant: [NH3:1].[N:2]([C:5]1[CH:10]=[CH:9][C:8]([C:11]2[O:15][N:14]=[C:13]([CH3:16])[CH:12]=2)=[C:7]([O:17][CH3:18])[CH:6]=1)=[C:3]=[S:4]. Product: [CH3:18][O:17][C:7]1[CH:6]=[C:5]([NH:2][C:3]([NH2:1])=[S:4])[CH:10]=[CH:9][C:8]=1[C:11]1[O:15][N:14]=[C:13]([CH3:16])[CH:12]=1. The catalyst class is: 5. (5) Reactant: C(OC(=O)[NH:7][C@H:8]1[CH2:13][CH2:12][N:11]([CH2:14][CH2:15][C:16]2[C:25]3[C:20](=[CH:21][CH:22]=[C:23]([O:26][CH3:27])[CH:24]=3)[N:19]=[CH:18][C:17]=2[Cl:28])[CH2:10][C@H:9]1[OH:29])(C)(C)C.[ClH:31].C1(C)C=CC=CC=1.[O:39]1[CH2:44][CH2:43][O:42][CH2:41][CH2:40]1. Product: [O:39]1[CH2:44][CH2:43][O:42][CH2:41][CH2:40]1.[ClH:28].[ClH:31].[NH2:7][C@H:8]1[CH2:13][CH2:12][N:11]([CH2:14][CH2:15][C:16]2[C:25]3[C:20](=[CH:21][CH:22]=[C:23]([O:26][CH3:27])[CH:24]=3)[N:19]=[CH:18][C:17]=2[Cl:28])[CH2:10][C@H:9]1[OH:29]. The catalyst class is: 22. (6) Reactant: CC1C=CC(S(OCC2CC3C=CC=C(C4C(C)=CC=CC=4C)C=3O2)(=O)=O)=CC=1.[N-]=[N+]=[N-].[Na+].N(CC1CC2C=C(Cl)C=C(C3C=CSC=3)C=2O1)=[N+]=[N-].[N:53]([CH2:56][CH:57]1[CH2:61][C:60]2[CH:62]=[CH:63][CH:64]=[C:65]([C:66]3[C:71]([CH3:72])=[CH:70][CH:69]=[CH:68][C:67]=3[CH3:73])[C:59]=2[O:58]1)=[N+]=[N-].[N-]=[N+]=[N-]. Product: [CH3:73][C:67]1[CH:68]=[CH:69][CH:70]=[C:71]([CH3:72])[C:66]=1[C:65]1[C:59]2[O:58][CH:57]([CH2:56][NH2:53])[CH2:61][C:60]=2[CH:62]=[CH:63][CH:64]=1. The catalyst class is: 45.